Dataset: Reaction yield outcomes from USPTO patents with 853,638 reactions. Task: Predict the reaction yield, written as a fraction of the theoretical maximum amount of product (1.0 means a 100% yield; for example, 0.34 means a 34% yield). (1) The reactants are [NH2:1][C:2]1[CH:3]=[C:4]([C:9]2[O:10][C:11]3[C:16]([C:17](=[O:19])[CH:18]=2)=[CH:15][CH:14]=[C:13]([O:20][CH3:21])[C:12]=3[O:22][CH3:23])[CH:5]=[CH:6][C:7]=1[NH2:8].Cl.[CH3:25][N:26]([CH3:33])[CH2:27][CH2:28][CH2:29][C:30](O)=O.C(=O)(O)[O-].[Na+]. The catalyst is Cl. The product is [CH3:25][N:26]([CH3:33])[CH2:27][CH2:28][CH2:29][C:30]1[NH:8][C:7]2[CH:6]=[CH:5][C:4]([C:9]3[O:10][C:11]4[C:16]([C:17](=[O:19])[CH:18]=3)=[CH:15][CH:14]=[C:13]([O:20][CH3:21])[C:12]=4[O:22][CH3:23])=[CH:3][C:2]=2[N:1]=1. The yield is 0.350. (2) The reactants are [F:1][C:2]([F:11])([F:10])[C:3]1[CH:8]=[CH:7][CH:6]=[CH:5][C:4]=1[OH:9].C1N2CN3CN(C2)CN1C3.FC(F)(F)[C:24](O)=[O:25]. No catalyst specified. The product is [OH:9][C:4]1[CH:5]=[CH:6][C:7]([CH:24]=[O:25])=[CH:8][C:3]=1[C:2]([F:10])([F:11])[F:1]. The yield is 0.360. (3) The reactants are [NH2:1][C:2]1[CH:11]=[C:10]([C:12]([O-])=[O:13])[CH:9]=[CH:8][C:3]=1[C:4]([O:6][CH3:7])=[O:5].CN1CCOCC1.[BH4-].[Na+].[OH-].[Na+]. The catalyst is COCCOC.O. The product is [CH3:7][O:6][C:4](=[O:5])[C:3]1[CH:8]=[CH:9][C:10]([CH2:12][OH:13])=[CH:11][C:2]=1[NH2:1]. The yield is 0.860.